Dataset: Full USPTO retrosynthesis dataset with 1.9M reactions from patents (1976-2016). Task: Predict the reactants needed to synthesize the given product. (1) Given the product [N:23]1[N:22]2[CH:40]=[CH:19][CH:20]=[C:21]2[CH:26]=[C:25]([C:37]([NH2:39])=[O:38])[CH:24]=1, predict the reactants needed to synthesize it. The reactants are: O1CCCC1.CS(Cl)(=O)=O.OC(C(F)(F)F)=O.Br[C:19]1[CH:20]=[C:21]2[C:26](N[C@@H]3C[C@@H]4CNC[C@@H]4[C@H]3C)=[C:25]([C:37]([NH2:39])=[O:38])[CH:24]=[N:23][N:22]2[CH:40]=1.C(N(CC)C(C)C)(C)C. (2) Given the product [Cl:16][C:17]1[C:18]2[N:28]([CH2:29][CH2:30][OH:31])[CH:1]=[N:25][C:19]=2[CH:20]=[CH:21][C:22]=1[O:23][CH3:24], predict the reactants needed to synthesize it. The reactants are: [C:1](C1C2N(CC(O)=O)C=NC=2C=CC=1)#N.[Cl:16][C:17]1[C:22]([O:23][CH3:24])=[CH:21][CH:20]=[C:19]([N+:25]([O-])=O)[C:18]=1[NH:28][CH2:29][CH2:30][OH:31].